This data is from Forward reaction prediction with 1.9M reactions from USPTO patents (1976-2016). The task is: Predict the product of the given reaction. Given the reactants [C:1]([CH:3]([CH:7]1[C:11]([Cl:12])=[C:10](Cl)C(=O)O1)[C:4]([NH2:6])=[O:5])#[N:2].Cl.[F:16][C:17]1[CH:22]=[CH:21][C:20]([CH2:23][NH2:24])=[C:19]([S:25]([CH3:28])(=[O:27])=[O:26])[CH:18]=1.C(=O)([O-])[O-].[K+].[K+].[OH-].[Na+], predict the reaction product. The product is: [ClH:12].[Cl:12][C:11]1[CH:7]=[C:3]([C:4]([NH2:6])=[O:5])[C:1](=[NH:2])[N:24]([CH2:23][C:20]2[CH:21]=[CH:22][C:17]([F:16])=[CH:18][C:19]=2[S:25]([CH3:28])(=[O:27])=[O:26])[CH:10]=1.